Task: Predict the reaction yield, written as a fraction of the theoretical maximum amount of product (1.0 means a 100% yield; for example, 0.34 means a 34% yield).. Dataset: Reaction yield outcomes from USPTO patents with 853,638 reactions (1) The reactants are [CH3:1][C:2]1[S:3][C:4]2[CH:10]=[C:9]([N+:11]([O-])=O)[C:8]([CH3:14])=[CH:7][C:5]=2[N:6]=1. The catalyst is C(O)(=O)C.O.[Zn]. The product is [CH3:1][C:2]1[S:3][C:4]2[CH:10]=[C:9]([NH2:11])[C:8]([CH3:14])=[CH:7][C:5]=2[N:6]=1. The yield is 0.990. (2) The reactants are C([Si](C1C=CC=CC=1)(C1C=CC=CC=1)[O:6][CH2:7][CH2:8][CH:9]1[CH2:12][CH:11]([O:13][CH:14]2[CH2:19][CH2:18][CH2:17][CH2:16][O:15]2)[CH2:10]1)(C)(C)C.[F-].C([N+](CCCC)(CCCC)CCCC)CCC. The catalyst is O1CCCC1. The product is [O:15]1[CH2:16][CH2:17][CH2:18][CH2:19][CH:14]1[O:13][CH:11]1[CH2:10][CH:9]([CH2:8][CH2:7][OH:6])[CH2:12]1. The yield is 1.00. (3) The reactants are [CH2:1]([C:3]1[C:8](=[O:9])[NH:7][C:6]([CH3:10])=[C:5]([C:11]2[O:15][C:14]([S:16]([Cl:19])(=[O:18])=[O:17])=[CH:13][CH:12]=2)[CH:4]=1)[CH3:2].[CH3:20][N:21]1[CH2:27][CH2:26][CH2:25][NH:24][CH2:23][CH2:22]1. No catalyst specified. The product is [ClH:19].[CH2:1]([C:3]1[C:8](=[O:9])[NH:7][C:6]([CH3:10])=[C:5]([C:11]2[O:15][C:14]([S:16]([N:24]3[CH2:25][CH2:26][CH2:27][N:21]([CH3:20])[CH2:22][CH2:23]3)(=[O:18])=[O:17])=[CH:13][CH:12]=2)[CH:4]=1)[CH3:2]. The yield is 0.730. (4) The reactants are [CH3:1][C:2]1[C:7]([CH3:8])=[CH:6][CH:5]=[CH:4][C:3]=1[NH:9][C:10](=[O:14])[CH:11]=NO.CS(O)(=O)=[O:17]. No catalyst specified. The product is [CH3:8][C:7]1[C:2]([CH3:1])=[C:3]2[C:4]([C:11](=[O:17])[C:10](=[O:14])[NH:9]2)=[CH:5][CH:6]=1. The yield is 0.700. (5) The yield is 0.850. The product is [N:37]1[CH:38]=[CH:39][CH:40]=[CH:41][C:36]=1[S:33]([CH:15]([NH:16][CH2:17][C:18]1[CH:23]=[CH:22][C:21]([C:24]2[S:25][CH:26]=[C:27]([C:29]([F:30])([F:31])[F:32])[N:28]=2)=[CH:20][CH:19]=1)[C:11]1[N:10]=[C:9]([NH:8][CH2:7][C:6]([OH:49])=[O:5])[CH:14]=[CH:13][CH:12]=1)(=[O:34])=[O:35]. No catalyst specified. The reactants are C([O:5][C:6](=[O:49])[CH2:7][N:8](C(OC(C)(C)C)=O)[C:9]1[CH:14]=[CH:13][CH:12]=[C:11]([CH:15]([S:33]([C:36]2[CH:41]=[CH:40][CH:39]=[CH:38][N:37]=2)(=[O:35])=[O:34])[NH:16][CH2:17][C:18]2[CH:23]=[CH:22][C:21]([C:24]3[S:25][CH:26]=[C:27]([C:29]([F:32])([F:31])[F:30])[N:28]=3)=[CH:20][CH:19]=2)[N:10]=1)(C)(C)C.C(OC(=O)CN(C(OC(C)(C)C)=O)C1C=CC=C(C(CC2C=CC(N3C=CC=N3)=CC=2)NS(C2C=CC=CN=2)(=O)=O)N=1)(C)(C)C. (6) The reactants are O.NN.[Cl:4][C:5]1[CH:6]=[C:7]([C:13](=O)[C:14]([OH:16])=[O:15])[CH:8]=[CH:9][C:10]=1[S:11][CH3:12].[OH-].[K+].Cl. The catalyst is O. The product is [Cl:4][C:5]1[CH:6]=[C:7]([CH2:13][C:14]([OH:16])=[O:15])[CH:8]=[CH:9][C:10]=1[S:11][CH3:12]. The yield is 0.890. (7) The reactants are [C:1]1([C:17](OCC2C=CC=CC=2)=[O:18])([C:7]([O:9][CH2:10][C:11]2[CH:16]=[CH:15][CH:14]=[CH:13][CH:12]=2)=[O:8])[CH2:6][CH2:5][CH2:4][CH2:3][CH2:2]1.[H-].C([Al+]CC(C)C)C(C)C. The catalyst is C(Cl)Cl. The product is [CH:17]([C:1]1([C:7]([O:9][CH2:10][C:11]2[CH:12]=[CH:13][CH:14]=[CH:15][CH:16]=2)=[O:8])[CH2:6][CH2:5][CH2:4][CH2:3][CH2:2]1)=[O:18]. The yield is 0.790.